Dataset: Buchwald-Hartwig C-N cross coupling reaction yields with 55,370 reactions. Task: Predict the reaction yield, written as a fraction of the theoretical maximum amount of product (1.0 means a 100% yield; for example, 0.34 means a 34% yield). The product is COc1ccc(Nc2ccc(C)cc2)cc1. The reactants are COc1ccc(Br)cc1.Cc1ccc(N)cc1.O=S(=O)(O[Pd]1c2ccccc2-c2ccccc2N~1)C(F)(F)F.COc1ccc(OC)c(P([C@]23C[C@H]4C[C@H](C[C@H](C4)C2)C3)[C@]23C[C@H]4C[C@H](C[C@H](C4)C2)C3)c1-c1c(C(C)C)cc(C(C)C)cc1C(C)C.CN(C)C(=NC(C)(C)C)N(C)C.Cc1cc(-n2cccc2)no1. The yield is 0.386. No catalyst specified.